From a dataset of Full USPTO retrosynthesis dataset with 1.9M reactions from patents (1976-2016). Predict the reactants needed to synthesize the given product. (1) Given the product [Br:1][C:2]1[CH:11]=[CH:10][C:9]2[N:8]=[CH:7][C:6]3[N:12]=[C:13]([CH2:24][CH2:25][CH2:26][N:46]([CH3:47])[CH3:45])[N:14]([C:15]4[CH:20]=[CH:19][C:18]([CH2:21][C:22]#[N:23])=[CH:17][CH:16]=4)[C:5]=3[C:4]=2[CH:3]=1, predict the reactants needed to synthesize it. The reactants are: [Br:1][C:2]1[CH:11]=[CH:10][C:9]2[N:8]=[CH:7][C:6]3[N:12]=[C:13]([CH2:24][CH2:25][CH2:26]O)[N:14]([C:15]4[CH:20]=[CH:19][C:18]([CH2:21][C:22]#[N:23])=[CH:17][CH:16]=4)[C:5]=3[C:4]=2[CH:3]=1.C1(C)C=CC(S(Cl)(=O)=O)=CC=1.CCOC(C)=O.[CH3:45][NH:46][CH3:47]. (2) Given the product [N:14]1[CH:15]=[CH:16][CH:17]=[CH:18][C:13]=1[CH2:12][CH2:11][O:10][C:7]1[N:8]=[CH:9][C:4]([NH2:1])=[CH:5][CH:6]=1, predict the reactants needed to synthesize it. The reactants are: [N+:1]([C:4]1[CH:5]=[CH:6][C:7]([O:10][CH2:11][CH2:12][C:13]2[CH:18]=[CH:17][CH:16]=[CH:15][N:14]=2)=[N:8][CH:9]=1)([O-])=O.[Cl-].[NH4+]. (3) Given the product [Cl:12][C:13]1[C:18]([Cl:19])=[CH:17][CH:16]=[CH:15][C:14]=1[S:20]([N:1]1[C:9]2[C:4](=[CH:5][CH:6]=[CH:7][CH:8]=2)[C:3]([CH:10]=[O:11])=[CH:2]1)(=[O:22])=[O:21], predict the reactants needed to synthesize it. The reactants are: [NH:1]1[C:9]2[C:4](=[CH:5][CH:6]=[CH:7][CH:8]=2)[C:3]([CH:10]=[O:11])=[CH:2]1.[Cl:12][C:13]1[C:18]([Cl:19])=[CH:17][CH:16]=[CH:15][C:14]=1[S:20](Cl)(=[O:22])=[O:21].C(N(C(C)C)CC)(C)C.C(=O)([O-])O.[Na+]. (4) Given the product [O:1]=[C:2]1[C:7]2[CH:8]=[CH:9][CH:10]=[CH:11][C:6]=2[S:5][C:4]([C:12]2[N:17]=[C:16]([CH2:18][CH2:19][C:20]([OH:22])=[O:21])[CH:15]=[C:14]([S:27]([CH3:30])(=[O:29])=[O:28])[CH:13]=2)=[N:3]1, predict the reactants needed to synthesize it. The reactants are: [O:1]=[C:2]1[C:7]2[CH:8]=[CH:9][CH:10]=[CH:11][C:6]=2[S:5][C:4]([C:12]2[N:17]=[C:16]([CH2:18][CH2:19][C:20]([O:22]C(C)(C)C)=[O:21])[CH:15]=[C:14]([S:27]([CH3:30])(=[O:29])=[O:28])[CH:13]=2)=[N:3]1. (5) The reactants are: [C:1]1([CH:7]2[N:21]3[C:22]4[C:14]([C:15]5[C:16](=[O:23])[CH2:17][CH2:18][CH2:19][C:20]=53)=[CH:13][CH:12]=[CH:11][C:10]=4[O:9][CH2:8]2)[CH:6]=[CH:5][CH:4]=[CH:3][CH:2]=1.FC(F)(F)C(O)=O.[Br-].[Li+].C(=O)([O-])[O-].[Li+].[Li+]. Given the product [C:1]1([CH:7]2[N:21]3[C:22]4[C:14]([C:15]5[C:20]3=[CH:19][CH:18]=[CH:17][C:16]=5[OH:23])=[CH:13][CH:12]=[CH:11][C:10]=4[O:9][CH2:8]2)[CH:2]=[CH:3][CH:4]=[CH:5][CH:6]=1, predict the reactants needed to synthesize it. (6) Given the product [C:32]([O:8][C:6]1[C:5]2[O:9][C:10]3[CH:11]=[CH:12][C:13]([C@@H:22]([OH:27])[CH2:23][CH:24]([CH3:25])[CH3:26])=[C:14]([O:20][CH3:21])[C:15]=3[C:16](=[O:17])[O:18][CH2:19][C:4]=2[CH:3]=[C:2]([CH3:1])[CH:7]=1)(=[O:33])[C:31]([CH3:36])([CH3:35])[CH3:30], predict the reactants needed to synthesize it. The reactants are: [CH3:1][C:2]1[CH:7]=[C:6]([OH:8])[C:5]2[O:9][C:10]3[C:15]([C:16]([O:18][CH2:19][C:4]=2[CH:3]=1)=[O:17])=[C:14]([O:20][CH3:21])[C:13]([C@@H:22]([OH:27])[CH2:23][CH:24]([CH3:26])[CH3:25])=[CH:12][CH:11]=3.[H-].[Na+].[CH3:30][C:31]([CH3:36])([CH3:35])[C:32](Cl)=[O:33].O. (7) Given the product [Cl:18][C:15]1[CH:16]=[CH:17][C:12]([S:9]([N:8]([C:7]2[C:2]([C:35](=[O:36])[C:34]3[CH:41]=[CH:42][CH:43]=[C:44]([CH3:45])[C:33]=3[Cl:32])=[N:3][CH:4]=[C:5]([Cl:26])[CH:6]=2)[CH2:23][O:24][CH3:25])(=[O:11])=[O:10])=[CH:13][C:14]=1[C:19]([F:22])([F:21])[F:20], predict the reactants needed to synthesize it. The reactants are: Br[C:2]1[C:7]([N:8]([CH2:23][O:24][CH3:25])[S:9]([C:12]2[CH:17]=[CH:16][C:15]([Cl:18])=[C:14]([C:19]([F:22])([F:21])[F:20])[CH:13]=2)(=[O:11])=[O:10])=[CH:6][C:5]([Cl:26])=[CH:4][N:3]=1.C([Mg]Cl)(C)C.[Cl:32][C:33]1[C:44]([CH3:45])=[CH:43][CH:42]=[CH:41][C:34]=1[C:35](N(OC)C)=[O:36].